This data is from Peptide-MHC class I binding affinity with 185,985 pairs from IEDB/IMGT. The task is: Regression. Given a peptide amino acid sequence and an MHC pseudo amino acid sequence, predict their binding affinity value. This is MHC class I binding data. (1) The peptide sequence is AEALLADGL. The MHC is HLA-A69:01 with pseudo-sequence HLA-A69:01. The binding affinity (normalized) is 0.0847. (2) The peptide sequence is YFLRRLALV. The MHC is HLA-B40:01 with pseudo-sequence HLA-B40:01. The binding affinity (normalized) is 0.0847.